This data is from Full USPTO retrosynthesis dataset with 1.9M reactions from patents (1976-2016). The task is: Predict the reactants needed to synthesize the given product. (1) Given the product [CH:43]1([NH:44][C:19](=[O:21])[C:18]2[CH:17]=[CH:16][C:15]([N:11]3[C:10]4[CH:9]=[C:8]([C:24]5[CH:25]=[CH:26][CH:27]=[CH:28][CH:29]=5)[CH:7]=[C:6]([NH:5][CH2:1][CH:2]([CH3:3])[CH3:4])[C:14]=4[N:13]=[CH:12]3)=[CH:23][CH:22]=2)[CH2:41][CH2:42]1, predict the reactants needed to synthesize it. The reactants are: [CH2:1]([NH:5][C:6]1[C:14]2[N:13]=[CH:12][N:11]([C:15]3[CH:23]=[CH:22][C:18]([C:19]([OH:21])=O)=[CH:17][CH:16]=3)[C:10]=2[CH:9]=[C:8]([C:24]2[CH:29]=[CH:28][CH:27]=[CH:26][CH:25]=2)[CH:7]=1)[CH:2]([CH3:4])[CH3:3].CN(C(ON1N=NC2[CH:41]=[CH:42][CH:43]=[N:44]C1=2)=[N+](C)C)C.F[P-](F)(F)(F)(F)F.C(N(CC)C(C)C)(C)C. (2) Given the product [F:37][CH:2]([F:1])[C:3]1[CH:8]=[CH:7][N:6]=[C:5]([NH:9][C:10]2[CH:11]=[C:12]([C:17]3[CH:22]=[N:21][C:20]([CH:23]([CH:25]4[CH2:30][CH2:29][C@@H:28]([C:31]([OH:33])=[O:32])[C@@H:27]([CH3:36])[CH2:26]4)[CH3:24])=[N:19][CH:18]=3)[CH:13]=[C:14]([CH3:16])[CH:15]=2)[N:4]=1, predict the reactants needed to synthesize it. The reactants are: [F:1][CH:2]([F:37])[C:3]1[CH:8]=[CH:7][N:6]=[C:5]([NH:9][C:10]2[CH:11]=[C:12]([C:17]3[CH:18]=[N:19][C:20]([CH:23]([CH:25]4[CH2:30][CH2:29][C@@H:28]([C:31]([O:33]CC)=[O:32])[C@@H:27]([CH3:36])[CH2:26]4)[CH3:24])=[N:21][CH:22]=3)[CH:13]=[C:14]([CH3:16])[CH:15]=2)[N:4]=1.O.[OH-].[Li+].Cl. (3) Given the product [NH2:1][C:55]1[C:54]2[N:59]=[C:60]([CH2:67][O:68][CH2:69][CH3:70])[N:61]([CH2:62][C:63]([CH3:64])([OH:65])[CH3:66])[C:53]=2[C:52]2[CH:51]=[CH:50][C:49]([O:48][CH2:41][C:42]3[CH:47]=[CH:46][CH:45]=[CH:44][CH:43]=3)=[CH:58][C:57]=2[N:56]=1, predict the reactants needed to synthesize it. The reactants are: [NH2:1]C1C=NC2C(C=1NCC(C)(O)C)=CC=C(OCC1C=CC=CC=1)C=2.C(OCC(Cl)=O)C.C(OCC(Cl)=O)(=O)C.[CH2:41]([O:48][C:49]1[CH:50]=[CH:51][C:52]2[C:53]3[N:61]([CH2:62][C:63]([CH3:66])([OH:65])[CH3:64])[C:60]([CH2:67][O:68][CH2:69][CH3:70])=[N:59][C:54]=3[CH:55]=[N:56][C:57]=2[CH:58]=1)[C:42]1[CH:47]=[CH:46][CH:45]=[CH:44][CH:43]=1. (4) Given the product [O:70]=[C:67]1[CH:68]=[CH:69][C:65](=[O:64])[N:66]1[CH2:71][CH2:72][CH2:73][CH2:74][CH2:75][C:76]([NH:78][NH:79][C:1](=[O:2])[CH2:4][CH2:5][CH2:6][N:7]([CH3:63])[C@H:8]([C:12]([NH:14][C@H:15]([C:19]([N:21]([C@@H:23]([C@@H:59]([CH3:62])[CH2:60][CH3:61])[C@H:24]([O:57][CH3:58])[CH2:25][C:26]([N:28]1[CH2:32][CH2:31][CH2:30][C@H:29]1[C@H:33]([O:55][CH3:56])[C@@H:34]([CH3:54])[C:35]([NH:37][C@@H:38]([CH2:47][C:48]1[CH:53]=[CH:52][CH:51]=[CH:50][CH:49]=1)[C:39]([N:41]1[CH2:42][CH2:43][O:44][CH2:45][CH2:46]1)=[O:40])=[O:36])=[O:27])[CH3:22])=[O:20])[CH:16]([CH3:17])[CH3:18])=[O:13])[CH:9]([CH3:10])[CH3:11])=[O:77], predict the reactants needed to synthesize it. The reactants are: [C:1]([CH2:4][CH2:5][CH2:6][N:7]([CH3:63])[C@H:8]([C:12]([NH:14][C@H:15]([C:19]([N:21]([C@@H:23]([C@@H:59]([CH3:62])[CH2:60][CH3:61])[C@H:24]([O:57][CH3:58])[CH2:25][C:26]([N:28]1[CH2:32][CH2:31][CH2:30][C@H:29]1[C@H:33]([O:55][CH3:56])[C@@H:34]([CH3:54])[C:35]([NH:37][C@@H:38]([CH2:47][C:48]1[CH:53]=[CH:52][CH:51]=[CH:50][CH:49]=1)[C:39]([N:41]1[CH2:46][CH2:45][O:44][CH2:43][CH2:42]1)=[O:40])=[O:36])=[O:27])[CH3:22])=[O:20])[CH:16]([CH3:18])[CH3:17])=[O:13])[CH:9]([CH3:11])[CH3:10])(O)=[O:2].[O:64]=[C:65]1[CH:69]=[CH:68][C:67](=[O:70])[N:66]1[CH2:71][CH2:72][CH2:73][CH2:74][CH2:75][C:76]([NH:78][NH2:79])=[O:77]. (5) Given the product [Cl:13][C:30]1[CH:38]=[C:37]2[C:33](/[C:34](=[CH:40]/[C:41]3[CH:46]=[CH:45][CH:44]=[C:43]([Cl:47])[CH:42]=3)/[C:35](=[O:39])[NH:36]2)=[CH:32][CH:31]=1, predict the reactants needed to synthesize it. The reactants are: C(C1C=C2C(CC(=O)N2)=CC=1)#N.[Cl:13]C1C=C(C=CC=1)C=O.N1CCCCC1.C([C:30]1[CH:38]=[C:37]2[C:33](/[C:34](=[CH:40]/[C:41]3[CH:46]=[CH:45][CH:44]=[C:43]([Cl:47])[CH:42]=3)/[C:35](=[O:39])[NH:36]2)=[CH:32][CH:31]=1)#N. (6) Given the product [NH2:8][C:5]1[CH:6]=[CH:7][C:2]([F:1])=[C:3]([C:15]([C:17]2[CH:18]=[C:19]3[C:24](=[CH:25][CH:26]=2)[N:23]=[CH:22][CH:21]=[N:20]3)=[O:16])[CH:4]=1, predict the reactants needed to synthesize it. The reactants are: [F:1][C:2]1[CH:7]=[CH:6][C:5]([NH:8]C(=O)C(C)(C)C)=[CH:4][C:3]=1[C:15]([C:17]1[CH:18]=[C:19]2[C:24](=[CH:25][CH:26]=1)[N:23]=[CH:22][CH:21]=[N:20]2)=[O:16].Cl.[OH-].[Na+]. (7) Given the product [CH3:7][S:6][CH2:5][CH2:4][NH:3][C:12]1[CH:17]=[CH:16][C:15]([N+:18]([O-:20])=[O:19])=[CH:14][CH:13]=1, predict the reactants needed to synthesize it. The reactants are: Cl.Cl.[NH2:3][CH2:4][CH2:5][SH:6].[CH3:7]I.[OH-].[Na+].F[C:12]1[CH:17]=[CH:16][C:15]([N+:18]([O-:20])=[O:19])=[CH:14][CH:13]=1.Cl.